From a dataset of NCI-60 drug combinations with 297,098 pairs across 59 cell lines. Regression. Given two drug SMILES strings and cell line genomic features, predict the synergy score measuring deviation from expected non-interaction effect. (1) Drug 1: C1=CC(=CC=C1CC(C(=O)O)N)N(CCCl)CCCl.Cl. Drug 2: CCN(CC)CCNC(=O)C1=C(NC(=C1C)C=C2C3=C(C=CC(=C3)F)NC2=O)C. Cell line: UO-31. Synergy scores: CSS=9.39, Synergy_ZIP=-2.93, Synergy_Bliss=-1.80, Synergy_Loewe=-1.59, Synergy_HSA=-1.55. (2) Cell line: SF-268. Synergy scores: CSS=26.8, Synergy_ZIP=-4.78, Synergy_Bliss=-3.17, Synergy_Loewe=-1.47, Synergy_HSA=0.312. Drug 1: C1CCC(CC1)NC(=O)N(CCCl)N=O. Drug 2: CC1CCC2CC(C(=CC=CC=CC(CC(C(=O)C(C(C(=CC(C(=O)CC(OC(=O)C3CCCCN3C(=O)C(=O)C1(O2)O)C(C)CC4CCC(C(C4)OC)O)C)C)O)OC)C)C)C)OC. (3) Drug 1: C1=NC2=C(N=C(N=C2N1C3C(C(C(O3)CO)O)O)F)N. Drug 2: C1CN(P(=O)(OC1)NCCCl)CCCl. Cell line: EKVX. Synergy scores: CSS=0.225, Synergy_ZIP=2.08, Synergy_Bliss=0.681, Synergy_Loewe=-2.47, Synergy_HSA=-2.71. (4) Drug 1: CC(CN1CC(=O)NC(=O)C1)N2CC(=O)NC(=O)C2. Drug 2: CC1CCC2CC(C(=CC=CC=CC(CC(C(=O)C(C(C(=CC(C(=O)CC(OC(=O)C3CCCCN3C(=O)C(=O)C1(O2)O)C(C)CC4CCC(C(C4)OC)O)C)C)O)OC)C)C)C)OC. Cell line: U251. Synergy scores: CSS=38.7, Synergy_ZIP=-12.2, Synergy_Bliss=-3.97, Synergy_Loewe=1.23, Synergy_HSA=2.35. (5) Drug 1: CC1=C(C=C(C=C1)NC2=NC=CC(=N2)N(C)C3=CC4=NN(C(=C4C=C3)C)C)S(=O)(=O)N.Cl. Drug 2: COCCOC1=C(C=C2C(=C1)C(=NC=N2)NC3=CC=CC(=C3)C#C)OCCOC.Cl. Cell line: PC-3. Synergy scores: CSS=4.65, Synergy_ZIP=-1.65, Synergy_Bliss=0.847, Synergy_Loewe=2.15, Synergy_HSA=2.09. (6) Drug 1: C1=NC2=C(N=C(N=C2N1C3C(C(C(O3)CO)O)F)Cl)N. Drug 2: CCC1(C2=C(COC1=O)C(=O)N3CC4=CC5=C(C=CC(=C5CN(C)C)O)N=C4C3=C2)O.Cl. Cell line: OVCAR-4. Synergy scores: CSS=3.45, Synergy_ZIP=3.83, Synergy_Bliss=1.40, Synergy_Loewe=-2.50, Synergy_HSA=-1.68.